From a dataset of Full USPTO retrosynthesis dataset with 1.9M reactions from patents (1976-2016). Predict the reactants needed to synthesize the given product. (1) Given the product [F:37][C:38]([F:50])([F:49])[C:3]1[CH:4]=[C:5]([S:8]([O:11][CH2:12][C@H:13]([C:14]2[CH:35]=[CH:34][C:33]([F:36])=[CH:32][CH:31]=2)[NH:15][S:16]([C:19]2[CH:20]=[CH:21][CH:22]=[C:23]([C:38]([F:50])([F:49])[F:37])[CH:24]=2)(=[O:17])=[O:18])(=[O:10])=[O:9])[CH:6]=[CH:7][CH:2]=1, predict the reactants needed to synthesize it. The reactants are: C[C:2]1[CH:7]=[CH:6][C:5]([S:8]([O:11][CH2:12][C@@H:13]([NH:15][S:16]([C:19]2[CH:24]=[CH:23][C:22](C)=[CH:21][CH:20]=2)(=[O:18])=[O:17])[CH3:14])(=[O:10])=[O:9])=[CH:4][CH:3]=1.N[C@@H](C1[CH:35]=[CH:34][C:33]([F:36])=[CH:32][CH:31]=1)CO.[F:37][C:38]([F:50])([F:49])C1C=C(S(Cl)(=O)=O)C=CC=1. (2) Given the product [F:18][C:15]([F:16])([F:17])[C:13]1[CH:12]=[C:11]([C:19]2[CH:24]=[CH:23][C:22]([C:25]([F:26])([F:28])[F:27])=[CH:21][CH:20]=2)[N:10]=[C:9]([NH2:8])[CH:14]=1, predict the reactants needed to synthesize it. The reactants are: COC1C=CC(C[NH:8][C:9]2[CH:14]=[C:13]([C:15]([F:18])([F:17])[F:16])[CH:12]=[C:11]([C:19]3[CH:24]=[CH:23][C:22]([C:25]([F:28])([F:27])[F:26])=[CH:21][CH:20]=3)[N:10]=2)=CC=1. (3) Given the product [Cl:1][C:2]1[CH:10]=[C:9]2[C:5]([C:6]([C:11]([OH:27])=[O:12])=[CH:7][NH:8]2)=[CH:4][C:3]=1[C:13]1[CH:18]=[CH:17][C:16]([CH2:19][OH:20])=[CH:15][CH:14]=1, predict the reactants needed to synthesize it. The reactants are: [Cl:1][C:2]1[CH:10]=[C:9]2[C:5]([C:6]([CH:11]=[O:12])=[CH:7][NH:8]2)=[CH:4][C:3]=1[C:13]1[CH:18]=[CH:17][C:16]([CH2:19][OH:20])=[CH:15][CH:14]=1.CC(=CC)C.Cl([O-])=[O:27].[Na+].O.OP([O-])(O)=O.[Na+]. (4) The reactants are: C(OC(N=NC(OC(C)C)=O)=O)(C)C.[Br:15][C:16]1[CH:21]=[CH:20][C:19]([CH:22]([OH:26])[CH:23]([CH3:25])[CH3:24])=[CH:18][CH:17]=1.[C:27]1(O)[CH:32]=[CH:31][CH:30]=[CH:29][CH:28]=1.C1(P(C2C=CC=CC=2)C2C=CC=CC=2)C=CC=CC=1. Given the product [Br:15][C:16]1[CH:17]=[CH:18][C:19]([CH:22]([O:26][C:27]2[CH:32]=[CH:31][CH:30]=[CH:29][CH:28]=2)[CH:23]([CH3:24])[CH3:25])=[CH:20][CH:21]=1, predict the reactants needed to synthesize it.